Dataset: Forward reaction prediction with 1.9M reactions from USPTO patents (1976-2016). Task: Predict the product of the given reaction. (1) The product is: [F:1][C:2]([F:21])([F:20])[C:3]1[CH:8]=[CH:7][C:6]([C:9]2([NH2:36])[C:18]3[N:17]=[CH:16][CH:15]=[CH:14][C:13]=3[CH2:12][CH2:11][CH2:10]2)=[CH:5][CH:4]=1. Given the reactants [F:1][C:2]([F:21])([F:20])[C:3]1[CH:8]=[CH:7][C:6]([C:9]2(O)[C:18]3[N:17]=[CH:16][CH:15]=[CH:14][C:13]=3[CH2:12][CH2:11][CH2:10]2)=[CH:5][CH:4]=1.C1C=CC(P([N:36]=[N+]=[N-])(C2C=CC=CC=2)=O)=CC=1.C1CCN2C(=NCCC2)CC1.[N-]=[N+]=[N-].[Na+], predict the reaction product. (2) Given the reactants CN([C:4](=[O:13])[CH2:5][C:6]1[N:7]([CH3:12])[N:8]=[C:9]([CH3:11])[CH:10]=1)N.Cl.[O:15]1CCOCC1, predict the reaction product. The product is: [CH3:12][N:7]1[C:6]([CH2:5][C:4]([OH:13])=[O:15])=[CH:10][C:9]([CH3:11])=[N:8]1.